Dataset: Forward reaction prediction with 1.9M reactions from USPTO patents (1976-2016). Task: Predict the product of the given reaction. (1) Given the reactants CC1C=C(N2CCN(CC3C=CC(C(F)(F)F)=CC=3)C2=O)SC=1C(OCC)=O.[F:29][C:30]1[CH:53]=[CH:52][C:33]([CH2:34][N:35]2[CH2:39][CH2:38][N:37]([C:40]3[S:44][C:43]([C:45]([O:47]CC)=[O:46])=[C:42]([CH3:50])[CH:41]=3)[C:36]2=[O:51])=[CH:32][CH:31]=1, predict the reaction product. The product is: [F:29][C:30]1[CH:31]=[CH:32][C:33]([CH2:34][N:35]2[CH2:39][CH2:38][N:37]([C:40]3[S:44][C:43]([C:45]([OH:47])=[O:46])=[C:42]([CH3:50])[CH:41]=3)[C:36]2=[O:51])=[CH:52][CH:53]=1. (2) Given the reactants CC(C[AlH]CC(C)C)C.[Br:10][C:11]1[CH:16]=[CH:15][C:14](/[CH:17]=[CH:18]/[C:19](OCC)=[O:20])=[CH:13][CH:12]=1, predict the reaction product. The product is: [Br:10][C:11]1[CH:12]=[CH:13][C:14](/[CH:17]=[CH:18]/[CH2:19][OH:20])=[CH:15][CH:16]=1.